Dataset: Full USPTO retrosynthesis dataset with 1.9M reactions from patents (1976-2016). Task: Predict the reactants needed to synthesize the given product. (1) Given the product [F:31][C:28]1[CH:27]=[CH:26][C:25]([C:3]2[CH:4]=[CH:5][N:6]([C:8]3[N:13]=[CH:12][N:11]([CH2:14][C:15]4[S:16][C:17]([C:20]([F:21])([F:22])[F:23])=[CH:18][CH:19]=4)[C:10](=[O:24])[N:9]=3)[CH2:7][CH:2]=2)=[CH:30][CH:29]=1, predict the reactants needed to synthesize it. The reactants are: Cl[CH:2]1[CH2:7][N:6]([C:8]2[N:13]=[CH:12][N:11]([CH2:14][C:15]3[S:16][C:17]([C:20]([F:23])([F:22])[F:21])=[CH:18][CH:19]=3)[C:10](=[O:24])[N:9]=2)[CH2:5][CH:4]=[C:3]1[C:25]1[CH:30]=[CH:29][C:28]([F:31])=[CH:27][CH:26]=1.C(N(CC)CC)C.[C-]#N.[K+].C(=O)(O)[O-].[Na+]. (2) Given the product [Cl:8][C:9]1[CH:14]=[N:13][CH:12]=[C:11]([O:6][CH2:5][CH:4]([CH3:7])[CH3:3])[N:10]=1, predict the reactants needed to synthesize it. The reactants are: [H-].[Na+].[CH3:3][CH:4]([CH3:7])[CH2:5][OH:6].[Cl:8][C:9]1[CH:14]=[N:13][CH:12]=[C:11](Cl)[N:10]=1. (3) Given the product [CH3:18][N:5]1[C:6]([C:7]2[CH:17]=[CH:16][C:10]3[O:11][CH2:12][C:13](=[O:15])[NH:14][C:9]=3[CH:8]=2)=[C:2]([C:21]2[CH:26]=[CH:25][C:24]([CH3:27])=[CH:23][CH:22]=2)[C:3]([CH3:19])=[N:4]1, predict the reactants needed to synthesize it. The reactants are: Br[C:2]1[C:3]([CH3:19])=[N:4][N:5]([CH3:18])[C:6]=1[C:7]1[CH:17]=[CH:16][C:10]2[O:11][CH2:12][C:13](=[O:15])[NH:14][C:9]=2[CH:8]=1.B(O)(O)[C:21]1[CH:22]=[CH:23][C:24]([CH3:27])=[CH:25][CH:26]=1.[O-]P([O-])([O-])=O.[K+].[K+].[K+].